The task is: Regression. Given a peptide amino acid sequence and an MHC pseudo amino acid sequence, predict their binding affinity value. This is MHC class I binding data.. This data is from Peptide-MHC class I binding affinity with 185,985 pairs from IEDB/IMGT. (1) The peptide sequence is VLTHVKIND. The MHC is H-2-Kb with pseudo-sequence H-2-Kb. The binding affinity (normalized) is 0. (2) The peptide sequence is CYPRLWGVR. The MHC is HLA-B44:02 with pseudo-sequence HLA-B44:02. The binding affinity (normalized) is 0.0847. (3) The peptide sequence is HEKGINPNY. The MHC is HLA-A03:01 with pseudo-sequence HLA-A03:01. The binding affinity (normalized) is 0.0847. (4) The peptide sequence is SDYLELDTE. The MHC is Patr-B2401 with pseudo-sequence Patr-B2401. The binding affinity (normalized) is 0.00279. (5) The binding affinity (normalized) is 0.0847. The peptide sequence is YMYRVWSPL. The MHC is HLA-C06:02 with pseudo-sequence HLA-C06:02.